From a dataset of Reaction yield outcomes from USPTO patents with 853,638 reactions. Predict the reaction yield, written as a fraction of the theoretical maximum amount of product (1.0 means a 100% yield; for example, 0.34 means a 34% yield). (1) The reactants are [CH2:1]([O:8][C:9]([N:11]1[CH2:16][CH2:15][CH2:14][CH:13]([N:17]2[C:21]([C:22]3[CH:27]=[CH:26][CH:25]=[CH:24][CH:23]=3)=[C:20]([C:28](O)=[O:29])[NH:19][C:18]2=[O:31])[CH2:12]1)=[O:10])[C:2]1[CH:7]=[CH:6][CH:5]=[CH:4][CH:3]=1.C(Cl)CCl.C1C=CC2N(O)N=NC=2C=1.CCN(C(C)C)C(C)C.[N:55]1([C:61]([O:63][C:64]([CH3:67])([CH3:66])[CH3:65])=[O:62])[CH2:60][CH2:59][NH:58][CH2:57][CH2:56]1. The catalyst is CN(C=O)C.O. The product is [CH2:1]([O:8][C:9]([N:11]1[CH2:16][CH2:15][CH2:14][CH:13]([N:17]2[C:21]([C:22]3[CH:27]=[CH:26][CH:25]=[CH:24][CH:23]=3)=[C:20]([C:28]([N:58]3[CH2:57][CH2:56][N:55]([C:61]([O:63][C:64]([CH3:67])([CH3:66])[CH3:65])=[O:62])[CH2:60][CH2:59]3)=[O:29])[NH:19][C:18]2=[O:31])[CH2:12]1)=[O:10])[C:2]1[CH:3]=[CH:4][CH:5]=[CH:6][CH:7]=1. The yield is 0.760. (2) The product is [CH2:9]([N:8]([CH2:1][C:2]1[CH:7]=[CH:6][CH:5]=[CH:4][CH:3]=1)[CH2:21][CH2:22][CH:23]1[CH2:24][CH2:25][N:26]([C:29]([O:31][C:32]([CH3:33])([CH3:35])[CH3:34])=[O:30])[CH2:27][CH2:28]1)[C:10]1[CH:15]=[CH:14][CH:13]=[CH:12][CH:11]=1. The reactants are [CH2:1]([NH:8][CH2:9][C:10]1[CH:15]=[CH:14][CH:13]=[CH:12][CH:11]=1)[C:2]1[CH:7]=[CH:6][CH:5]=[CH:4][CH:3]=1.CS(O[CH2:21][CH2:22][CH:23]1[CH2:28][CH2:27][N:26]([C:29]([O:31][C:32]([CH3:35])([CH3:34])[CH3:33])=[O:30])[CH2:25][CH2:24]1)(=O)=O.C(N(CC)CC)C. The catalyst is C1(C)C=CC=CC=1. The yield is 0.670. (3) The reactants are Cl[C:2]1[C:11]([C:12]([OH:14])=[O:13])=[CH:10][C:9]2[C:4](=[CH:5][CH:6]=[C:7]([Cl:15])[CH:8]=2)[N:3]=1.[C:16]([NH:26][CH2:27][CH2:28][CH2:29][CH2:30][C@@H:31]([C:33]([OH:35])=[O:34])[NH2:32])([O:18][CH2:19][C:20]1[CH:25]=[CH:24][CH:23]=[CH:22][CH:21]=1)=[O:17]. No catalyst specified. The product is [CH2:19]([O:18][C:16]([NH:26][CH2:27][CH2:28][CH2:29][CH2:30][C@H:31]([NH:32][C:2]1[C:11]([C:12]([OH:14])=[O:13])=[CH:10][C:9]2[C:4](=[CH:5][CH:6]=[C:7]([Cl:15])[CH:8]=2)[N:3]=1)[C:33]([OH:35])=[O:34])=[O:17])[C:20]1[CH:21]=[CH:22][CH:23]=[CH:24][CH:25]=1. The yield is 0.430. (4) The reactants are [CH2:1]([N:3]1[C:11]2[C:6](=[CH:7][CH:8]=[C:9]([C:12]([O:14]C)=[O:13])[CH:10]=2)[CH:5]=[N:4]1)[CH3:2].[OH-].[Na+].O. The catalyst is CO. The product is [CH2:1]([N:3]1[C:11]2[C:6](=[CH:7][CH:8]=[C:9]([C:12]([OH:14])=[O:13])[CH:10]=2)[CH:5]=[N:4]1)[CH3:2]. The yield is 0.860. (5) The reactants are O=C[C@@H]([C@H]([C@@H]([C@@H](CO)O)O)O)O.C1C=[N+]([C@@H]2O[C@H](COP(OP(OC[C@H]3O[C@@H](N4C5N=CN=C(N)C=5N=C4)[C@H](OP(O)(O)=O)[C@@H]3O)(O)=O)(O)=O)[C@@H](O)[C@H]2O)C=C(C(N)=O)C=1.[Cl:61][CH2:62][C:63]([C:65]1[CH:70]=[CH:69][CH:68]=[C:67]([Cl:71])[CH:66]=1)=[O:64].[OH-].[Na+]. The catalyst is C1(C)C=CC=CC=1. The product is [Cl:61][CH2:62][C@@H:63]([C:65]1[CH:70]=[CH:69][CH:68]=[C:67]([Cl:71])[CH:66]=1)[OH:64]. The yield is 0.905. (6) The reactants are [CH2:1]([O:8][N:9]1[C:15](=[O:16])[N:14]2[CH2:17][C@H:10]1[CH2:11][CH2:12][C@H:13]2[C:18]([NH:20][NH:21][C:22](=O)[CH2:23][CH:24]1[CH2:27][CH:26]([NH:28][C:29](=[O:35])[O:30][C:31]([CH3:34])([CH3:33])[CH3:32])[CH2:25]1)=[O:19])[C:2]1[CH:7]=[CH:6][CH:5]=[CH:4][CH:3]=1.N1C=CC=CC=1.O(S(C(F)(F)F)(=O)=O)S(C(F)(F)F)(=O)=O.C([O-])(O)=O.[Na+]. The catalyst is C(Cl)Cl. The product is [CH2:1]([O:8][N:9]1[C:15](=[O:16])[N:14]2[CH2:17][C@H:10]1[CH2:11][CH2:12][C@H:13]2[C:18]1[O:19][C:22]([CH2:23][CH:24]2[CH2:25][CH:26]([NH:28][C:29](=[O:35])[O:30][C:31]([CH3:34])([CH3:33])[CH3:32])[CH2:27]2)=[N:21][N:20]=1)[C:2]1[CH:7]=[CH:6][CH:5]=[CH:4][CH:3]=1. The yield is 0.480.